Dataset: Forward reaction prediction with 1.9M reactions from USPTO patents (1976-2016). Task: Predict the product of the given reaction. (1) The product is: [OH:1][CH:2]1[CH2:7][CH2:6][N:5]([C:10](=[O:9])[CH2:11][C:12](=[O:15])[CH2:13][CH3:14])[CH2:4][CH2:3]1. Given the reactants [OH:1][CH:2]1[CH2:7][CH2:6][NH:5][CH2:4][CH2:3]1.C[O:9][C:10](=O)[CH2:11][C:12](=[O:15])[CH2:13][CH3:14], predict the reaction product. (2) Given the reactants [NH2:1][CH2:2][C:3]([N:5]([C:7]1[CH:12]=[CH:11][C:10]([Cl:13])=[C:9]([CH2:14][O:15][C:16]2[C:24]3[N:23]=[C:22]([O:25][CH3:26])[N:21]([CH2:27][C:28]4[CH:33]=[CH:32][CH:31]=[CH:30][N:29]=4)[C:20]=3[CH:19]=[CH:18][CH:17]=2)[C:8]=1[Cl:34])[CH3:6])=[O:4].[C:35]([NH:38][C:39]1[N:44]=[CH:43][C:42]([CH2:45][CH2:46][C:47](O)=[O:48])=[CH:41][CH:40]=1)(=[O:37])[CH3:36].ClC1C(COC2C3N=C(OC)N(CC4C=CC=CN=4)C=3C=CC=2)=C(Cl)C=CC=1N(C)C(=O)CNC(=O)CCC1C=CC(C(NCCOC)=O)=CC=1, predict the reaction product. The product is: [C:35]([NH:38][C:39]1[N:44]=[CH:43][C:42]([CH2:45][CH2:46][C:47]([NH:1][CH2:2][C:3]([N:5]([C:7]2[CH:12]=[CH:11][C:10]([Cl:13])=[C:9]([CH2:14][O:15][C:16]3[C:24]4[N:23]=[C:22]([O:25][CH3:26])[N:21]([CH2:27][C:28]5[CH:33]=[CH:32][CH:31]=[CH:30][N:29]=5)[C:20]=4[CH:19]=[CH:18][CH:17]=3)[C:8]=2[Cl:34])[CH3:6])=[O:4])=[O:48])=[CH:41][CH:40]=1)(=[O:37])[CH3:36]. (3) Given the reactants C[O:2][C:3](=[O:33])[CH2:4][O:5][C:6]1[CH:14]=[C:13]2[CH2:15][CH2:16][CH2:17][CH2:18][C:12]2=[C:11]2[C:7]=1[C:8]([C:28](=[O:32])[C:29]([NH2:31])=[O:30])=[C:9]([CH2:26][CH3:27])[N:10]2[CH2:19][C:20]1[CH:25]=[CH:24][CH:23]=[CH:22][CH:21]=1.[OH-].[Li+], predict the reaction product. The product is: [NH2:31][C:29](=[O:30])[C:28]([C:8]1[C:7]2[C:11](=[C:12]3[CH2:18][CH2:17][CH2:16][CH2:15][C:13]3=[CH:14][C:6]=2[O:5][CH2:4][C:3]([OH:33])=[O:2])[N:10]([CH2:19][C:20]2[CH:25]=[CH:24][CH:23]=[CH:22][CH:21]=2)[C:9]=1[CH2:26][CH3:27])=[O:32].